Dataset: Full USPTO retrosynthesis dataset with 1.9M reactions from patents (1976-2016). Task: Predict the reactants needed to synthesize the given product. (1) Given the product [NH2:1][C:2]([C:9]1[CH:18]=[CH:17][C:16]2[C:11](=[CH:12][CH:13]=[C:14]([O:19][C@H:20]3[CH2:25][CH2:24][C@@H:23]([C:26]([F:27])([F:28])[F:29])[CH2:22][CH2:21]3)[CH:15]=2)[CH:10]=1)([CH3:8])[CH2:3][CH2:4][C:5]([OH:7])=[O:6], predict the reactants needed to synthesize it. The reactants are: [NH2:1][C:2]([C:9]1[CH:18]=[CH:17][C:16]2[C:11](=[CH:12][CH:13]=[C:14]([O:19][C@H:20]3[CH2:25][CH2:24][C@H:23]([C:26]([F:29])([F:28])[F:27])[CH2:22][CH2:21]3)[CH:15]=2)[CH:10]=1)([CH3:8])[CH2:3][CH2:4][C:5]([OH:7])=[O:6].C(O)(C(F)(F)F)=O.[N+](C(C1C=CC2C(=CC=C(O[C@H]3CC[C@@H](C(F)(F)F)CC3)C=2)C=1)(C)CCC(O)=O)([O-])=O. (2) Given the product [Cl:21][C:22]1[CH:27]=[CH:26][C:25]([CH2:28][CH2:29][CH2:30][O:31][CH3:32])=[CH:24][C:23]=1[CH2:33][N:34]([CH:35]1[CH2:36][CH2:37]1)[C:9](=[O:11])[CH2:8][C:6]#[N:7], predict the reactants needed to synthesize it. The reactants are: CN(C=O)C.[C:6]([CH2:8][C:9]([OH:11])=O)#[N:7].CCN(C(C)C)C(C)C.[Cl:21][C:22]1[CH:27]=[CH:26][C:25]([CH2:28][CH2:29][CH2:30][O:31][CH3:32])=[CH:24][C:23]=1[CH2:33][NH:34][CH:35]1[CH2:37][CH2:36]1. (3) Given the product [C:1]([NH:4][C:5]1[CH:14]=[CH:13][C:12]([N:15]2[CH2:20][CH2:19][C@H:18]([NH2:21])[C@H:17]([O:32][CH3:33])[CH2:16]2)=[CH:11][C:6]=1[C:7]([O:9][CH3:10])=[O:8])(=[O:3])[CH3:2], predict the reactants needed to synthesize it. The reactants are: [C:1]([NH:4][C:5]1[CH:14]=[CH:13][C:12]([N:15]2[CH2:20][CH2:19][C@H:18]([NH:21]C(OCC3C=CC=CC=3)=O)[C@H:17]([O:32][CH3:33])[CH2:16]2)=[CH:11][C:6]=1[C:7]([O:9][CH3:10])=[O:8])(=[O:3])[CH3:2].[H][H].